Dataset: NCI-60 drug combinations with 297,098 pairs across 59 cell lines. Task: Regression. Given two drug SMILES strings and cell line genomic features, predict the synergy score measuring deviation from expected non-interaction effect. (1) Drug 1: CC1=C(C=C(C=C1)NC(=O)C2=CC=C(C=C2)CN3CCN(CC3)C)NC4=NC=CC(=N4)C5=CN=CC=C5. Drug 2: C#CCC(CC1=CN=C2C(=N1)C(=NC(=N2)N)N)C3=CC=C(C=C3)C(=O)NC(CCC(=O)O)C(=O)O. Cell line: 786-0. Synergy scores: CSS=75.8, Synergy_ZIP=19.1, Synergy_Bliss=-0.0421, Synergy_Loewe=76.5, Synergy_HSA=0.884. (2) Cell line: UACC-257. Synergy scores: CSS=-0.185, Synergy_ZIP=1.82, Synergy_Bliss=2.66, Synergy_Loewe=0.257, Synergy_HSA=-0.0366. Drug 1: CC1CCC2CC(C(=CC=CC=CC(CC(C(=O)C(C(C(=CC(C(=O)CC(OC(=O)C3CCCCN3C(=O)C(=O)C1(O2)O)C(C)CC4CCC(C(C4)OC)O)C)C)O)OC)C)C)C)OC. Drug 2: CC(C)NC(=O)C1=CC=C(C=C1)CNNC.Cl. (3) Drug 1: CC1=C(C=C(C=C1)NC2=NC=CC(=N2)N(C)C3=CC4=NN(C(=C4C=C3)C)C)S(=O)(=O)N.Cl. Drug 2: CCC1(CC2CC(C3=C(CCN(C2)C1)C4=CC=CC=C4N3)(C5=C(C=C6C(=C5)C78CCN9C7C(C=CC9)(C(C(C8N6C)(C(=O)OC)O)OC(=O)C)CC)OC)C(=O)OC)O.OS(=O)(=O)O. Cell line: MDA-MB-231. Synergy scores: CSS=35.0, Synergy_ZIP=-7.49, Synergy_Bliss=2.75, Synergy_Loewe=2.15, Synergy_HSA=2.28. (4) Drug 1: CNC(=O)C1=CC=CC=C1SC2=CC3=C(C=C2)C(=NN3)C=CC4=CC=CC=N4. Drug 2: COC1=CC(=CC(=C1O)OC)C2C3C(COC3=O)C(C4=CC5=C(C=C24)OCO5)OC6C(C(C7C(O6)COC(O7)C8=CC=CS8)O)O. Cell line: M14. Synergy scores: CSS=23.5, Synergy_ZIP=-7.39, Synergy_Bliss=-4.19, Synergy_Loewe=-20.0, Synergy_HSA=-7.54. (5) Drug 1: C1=CC(=CC=C1CCCC(=O)O)N(CCCl)CCCl. Drug 2: C1=NC2=C(N1)C(=S)N=C(N2)N. Cell line: A498. Synergy scores: CSS=32.2, Synergy_ZIP=-10.8, Synergy_Bliss=-5.43, Synergy_Loewe=-5.10, Synergy_HSA=-1.48. (6) Drug 1: C1C(C(OC1N2C=NC3=C(N=C(N=C32)Cl)N)CO)O. Drug 2: C1CCC(C(C1)N)N.C(=O)(C(=O)[O-])[O-].[Pt+4]. Cell line: SF-295. Synergy scores: CSS=36.2, Synergy_ZIP=-12.1, Synergy_Bliss=-6.80, Synergy_Loewe=-3.84, Synergy_HSA=-1.75.